Dataset: Human Reference Interactome with 51,813 positive PPI pairs across 8,248 proteins, plus equal number of experimentally-validated negative pairs. Task: Binary Classification. Given two protein amino acid sequences, predict whether they physically interact or not. (1) Protein 1 (ENSG00000276410) has sequence MPEPSKSAPAPKKGSKKAITKAQKKDGKKRKRSRKESYSIYVYKVLKQVHPDTGISSKAMGIMNSFVNDIFERIAGEASRLAHYNKRSTITSREIQTAVRLLLPGELAKHAVSEGTKAVTKYTSSK*. Protein 2 (ENSG00000074317) has sequence MDVFMKGLSMAKEGVVAAAEKTKQGVTEAAEKTKEGVLYVGSKTREGVVQGVASVAEKTKEQASHLGGAVFSGAGNIAAATGLVKREEFPTDLKPEEVAQEAAEEPLIEPLMEPEGESYEDPPQEEYQEYEPEA*MDVFMKGLSMAKEGVVAAAEKTKQGVTEAAEKTKEGVLYVVAEKTKEQASHLGGAVFSGAGNIAAATGLVKREEFPTDLKPEEVAQEAAEEPLIEPLMEPEGESYEDPPQEEYQEYEPEA*. Result: 0 (the proteins do not interact). (2) Protein 1 (ENSG00000064601) has sequence MIRAAPPPLFLLLLLLLLLVSWASRGEAAPDQDEIQRLPGLAKQPSFRQYSGYLKGSGSKHLHYWFVESQKDPENSPVVLWLNGGPGCSSLDGLLTEHGPFLVQPDGVTLEYNPYSWNLIANVLYLESPAGVGFSYSDDKFYATNDTEVAQSNFEALQDFFRLFPEYKNNKLFLTGESYAGIYIPTLAVLVMQDPSMNLQGLAVGNGLSSYEQNDNSLVYFAYYHGLLGNRLWSSLQTHCCSQNKCNFYDNKDLECVTNLQEVARIVGNSGLNIYNLYAPCAGGVPSHFRYEKDTVVVQD.... Protein 2 (ENSG00000164023) has sequence MDIIETAKLEEHLENQPSDPTNTYARPAEPVEEENKNGNGKPKSLSSGLRKGTKKYPDYIQIAMPTESRNKFPLEWWKTGIAFIYAVFNLVLTTVMITVVHERVPPKELSPPLPDKFFDYIDRVKWAFSVSEINGIILVGLWITQWLFLRYKSIVGRRFCFIIGTLYLYRCITMYVTTLPVPGMHFQCAPKLNGDSQAKVQRILRLISGGGLSITGSHILCGDFLFSGHTVTLTLTYLFIKEYSPRHFWWYHLICWLLSAAGIICILVAHEHYTIDVIIAYYITTRLFWWYHSMANEKNL.... Result: 1 (the proteins interact). (3) Protein 2 (ENSG00000198429) has sequence MPCCSHRRCREDPGTSESQEMEEWALLDISQRKLYKEVMLETFRNLTSVGKSWKDQNIEYEYQNPRRNFRSLIEKKVNEIKDDSHCGETFTQVPDDRLNFQEKKASPEIKSCDSFVCGEVGLGNSSFNMNIRGDIGHKAYEYQEYGPKP*MPCCSHRRCREDPGTSESQEMDPVAFDDVAVNFTQEEWALLDISQRKLYKEVMLETFRNLTSVGKSWKDQNIEYEYQNPRRNFRSLIEKKVNEIKDDSHCGETFTQVPDDRLNFQEKKASPEIKSCDSFVCGEVGLGNSSFNMNIRGDIG.... Protein 1 (ENSG00000173480) has sequence MAAAAPRRPTQQGTVTFEDVAVNFSQEEWCLLSEAQRCLYRDVMLENLALISSLGCWCGSKDEEAPCKQRISVQRESQSRTPRAGVSPKKAHPCEMCGLILEDVFHFADHQETHHKQKLNRSGACGKNLDDTAYLHQHQKQHIGEKFYRKSVREASFVKKRKLRVSQEPFVFREFGKDVLPSSGLCQEAAAVEKTDSETMHGPPFQEGKTNYSCGKRTKAFSTKHSVIPHQKLFTRDGCYVCSDCGKSFSRYVSFSNHQRDHTAKGPYDCGECGKSYSRKSSLIQHQRVHTGKTAYPCEE.... Result: 1 (the proteins interact). (4) Protein 1 (ENSG00000141744) has sequence MSGADRSPNAGAAPDSAPGQAAVASAYQRFEPRAYLRNNYAPPRGDLCNPNGVGPWKLRCLAQTFATGEVSGRTLIDIGSGPTVYQLLSACSHFEDITMTDFLEVNRQELGRWLQEEPGAFNWSMYSQHACLIEGKGECWQDKERQLRARVKRVLPIDVHQPQPLGAGSPAPLPADALVSAFCLEAVSPDLASFQRALDHITTLLRPGGHLLLIGALEESWYLAGEARLTVVPVSEEEVREALVRSGYKVRDLRTYIMPAHLQTGVDDVKGVFFAWAQKVGL*MTDFLEVNRQELGRWLQ.... Protein 2 (ENSG00000105650) has sequence MQGPPAPAPVPGPGSPRGSPRGSPGLFRKLLVNQSIRLQRRFTVAHPLCFDLENGLSCGRRALDPQSSPGLGRIMQAPVPHSQRRESFLYRSDSDYELSPKAMSRNSSVASDLHGEDMIVTPFAQVLASLRTVRSNVAALARQQCLGAAKQGPVGNPSSSNQLPPAEDTGQKLALETLDELDWCLDQLETLQTRHSVGEMASNKFKRILNRELTHLSETSRSGNQVSEYISRTFLDQQTEVELPKVTAEEAPQPMSRISGLHGLCHSASLSSATVPRFGVQTDQEEQLAKELEDTNKWGL.... Result: 0 (the proteins do not interact). (5) Protein 1 (ENSG00000144792) has sequence MRRKTRNFKHKTVKDNKVLTEGSDQESEKDNSQCCDPATNERVQAEKRQYVCTECGKAFSQSANLTVHERIHTGEKPYKCKECGKAFSHSSNLVVHRRIHTGLKPYTCSECGKSFSGKSHLIRHQGIHSGEKTYECKECGKAFSRSSGLISHHRVHTGEKPYSCIECGKAFSRSSNLTQHQRMHRGKKVYKCKECGKTCGSNTKIMDHQRIHTGEKPYECDECGKTFILRKTLNEHQRLHRREKPYKCNECGKAFTSNRNLVDHQRVHTGEKPYKCNECGKTFRQTSQVILHLRTHTKEK.... Protein 2 (ENSG00000147571) has sequence MRLPLLVSAGVLLVALLPCPPCRALLSRGPVPGARQAPQHPQPLDFFQPPPQSEQPQQPQARPVLLRMGEEYFLRLGNLNKSPAAPLSPASSLLAGGSGSRPSPEQATANFFRVLLQQLLLPRRSLDSPAALAERGARNALGGHQEAPERERRSEEPPISLDLTFHLLREVLEMARAEQLAQQAHSNRKLMEIIGK*. Result: 0 (the proteins do not interact).